This data is from Catalyst prediction with 721,799 reactions and 888 catalyst types from USPTO. The task is: Predict which catalyst facilitates the given reaction. (1) Reactant: Cl[C:2]1[CH:7]=[C:6]([C:8]2[C:9]([C:17]3[S:18][C:19]([Cl:22])=[CH:20][CH:21]=3)=[N:10][N:11]([CH:13]([CH2:15][CH3:16])[CH3:14])[CH:12]=2)[CH:5]=[CH:4][N:3]=1.[CH3:23][N:24](C)C=O. Product: [C:23]([C:2]1[CH:7]=[C:6]([C:8]2[C:9]([C:17]3[S:18][C:19]([Cl:22])=[CH:20][CH:21]=3)=[N:10][N:11]([CH:13]([CH2:15][CH3:16])[CH3:14])[CH:12]=2)[CH:5]=[CH:4][N:3]=1)#[N:24]. The catalyst class is: 507. (2) Reactant: [H-].[Al+3].[Li+].[H-].[H-].[H-].[CH2:7]([N:14]1[CH:18]=[C:17]([CH2:19][CH2:20][C:21](OCC)=[O:22])[C:16]([CH:26]([CH3:28])[CH3:27])=[N:15]1)[C:8]1[CH:13]=[CH:12][CH:11]=[CH:10][CH:9]=1.CC(C)=O. Product: [CH2:7]([N:14]1[CH:18]=[C:17]([CH2:19][CH2:20][CH2:21][OH:22])[C:16]([CH:26]([CH3:28])[CH3:27])=[N:15]1)[C:8]1[CH:9]=[CH:10][CH:11]=[CH:12][CH:13]=1. The catalyst class is: 334. (3) Reactant: Cl.[F:2][CH:3]1[CH2:6][NH:5][CH2:4]1.[F:7][C:8]([F:57])([F:56])[C:9]1[CH:10]=[C:11]([C@H:19]2[O:23][C:22](=[O:24])[N:21]([CH2:25][C:26]3[C:31]([C:32]4[CH:33]=[C:34]([C:40]5[CH:49]=[CH:48][C:43]([C:44]([O:46][CH3:47])=[O:45])=[CH:42][C:41]=5[CH3:50])[CH:35]=[N:36][C:37]=4[O:38][CH3:39])=[CH:30][N:29]=[C:28](S(C)(=O)=O)[N:27]=3)[C@H:20]2[CH3:55])[CH:12]=[C:13]([C:15]([F:18])([F:17])[F:16])[CH:14]=1.C(N(CC)CC)C. Product: [F:17][C:15]([F:16])([F:18])[C:13]1[CH:12]=[C:11]([C@H:19]2[O:23][C:22](=[O:24])[N:21]([CH2:25][C:26]3[C:31]([C:32]4[CH:33]=[C:34]([C:40]5[CH:49]=[CH:48][C:43]([C:44]([O:46][CH3:47])=[O:45])=[CH:42][C:41]=5[CH3:50])[CH:35]=[N:36][C:37]=4[O:38][CH3:39])=[CH:30][N:29]=[C:28]([N:5]4[CH2:6][CH:3]([F:2])[CH2:4]4)[N:27]=3)[C@H:20]2[CH3:55])[CH:10]=[C:9]([C:8]([F:7])([F:57])[F:56])[CH:14]=1. The catalyst class is: 1. (4) Reactant: [Cl:1][C:2]1[CH:3]=[CH:4][C:5]([O:9][CH3:10])=[C:6]([CH:8]=1)[NH2:7].[C:11]([C:13]1[CH:18]=[CH:17][C:16]([S:19](Cl)(=[O:21])=[O:20])=[CH:15][CH:14]=1)#[N:12]. Product: [Cl:1][C:2]1[CH:3]=[CH:4][C:5]([O:9][CH3:10])=[C:6]([NH:7][S:19]([C:16]2[CH:15]=[CH:14][C:13]([C:11]#[N:12])=[CH:18][CH:17]=2)(=[O:21])=[O:20])[CH:8]=1. The catalyst class is: 377.